Predict the product of the given reaction. From a dataset of Forward reaction prediction with 1.9M reactions from USPTO patents (1976-2016). Given the reactants [Cl:1][C:2]1[CH:3]=[CH:4][C:5]([C:12]2[C:13]3[N:22]=[C:21]([N:23]4[CH2:28][CH2:27][O:26][CH2:25][CH2:24]4)[S:20][C:14]=3[C:15](=[O:19])[NH:16][CH2:17][CH:18]=2)=[C:6]([CH:11]=1)[C:7]([O:9]C)=[O:8].[OH-].[Na+].O, predict the reaction product. The product is: [Cl:1][C:2]1[CH:3]=[CH:4][C:5]([C:12]2[C:13]3[N:22]=[C:21]([N:23]4[CH2:28][CH2:27][O:26][CH2:25][CH2:24]4)[S:20][C:14]=3[C:15](=[O:19])[NH:16][CH2:17][CH:18]=2)=[C:6]([CH:11]=1)[C:7]([OH:9])=[O:8].